Dataset: Reaction yield outcomes from USPTO patents with 853,638 reactions. Task: Predict the reaction yield, written as a fraction of the theoretical maximum amount of product (1.0 means a 100% yield; for example, 0.34 means a 34% yield). (1) The reactants are [CH2:1]([S:3]([C:6]1[CH:26]=[CH:25][CH:24]=[CH:23][C:7]=1[CH2:8][N:9]1[C:14]2[N:15]=[C:16](S(C)=O)[N:17]=[CH:18][C:13]=2[CH:12]=[CH:11][C:10]1=[O:22])(=[O:5])=[O:4])[CH3:2].[CH3:27][N:28]1[CH2:33][CH2:32][N:31]([C:34]2[CH:40]=[CH:39][C:37]([NH2:38])=[CH:36][CH:35]=2)[CH2:30][CH2:29]1. No catalyst specified. The product is [CH2:1]([S:3]([C:6]1[CH:26]=[CH:25][CH:24]=[CH:23][C:7]=1[CH2:8][N:9]1[C:14]2[N:15]=[C:16]([NH:38][C:37]3[CH:36]=[CH:35][C:34]([N:31]4[CH2:30][CH2:29][N:28]([CH3:27])[CH2:33][CH2:32]4)=[CH:40][CH:39]=3)[N:17]=[CH:18][C:13]=2[CH:12]=[CH:11][C:10]1=[O:22])(=[O:5])=[O:4])[CH3:2]. The yield is 0.220. (2) The reactants are C([O:3][C:4]([C:6]1[O:7][C:8]([CH2:11][O:12][C:13]2[CH:18]=[CH:17][C:16]([C:19]([C:24]3[CH:29]=[CH:28][C:27]([CH2:30][CH2:31][CH:32]([O:37][Si](C(C)(C)C)(C)C)[C:33]([CH3:36])([CH3:35])[CH3:34])=[C:26]([CH3:45])[CH:25]=3)([CH2:22][CH3:23])[CH2:20][CH3:21])=[CH:15][C:14]=2[CH3:46])=[CH:9][CH:10]=1)=[O:5])C.CCCC[N+](CCCC)(CCCC)CCCC.[F-].C(OCC)(=O)C. The catalyst is C1COCC1. The product is [CH2:20]([C:19]([C:16]1[CH:17]=[CH:18][C:13]([O:12][CH2:11][C:8]2[O:7][C:6]([C:4]([OH:5])=[O:3])=[CH:10][CH:9]=2)=[C:14]([CH3:46])[CH:15]=1)([C:24]1[CH:29]=[CH:28][C:27]([CH2:30][CH2:31][CH:32]([OH:37])[C:33]([CH3:35])([CH3:36])[CH3:34])=[C:26]([CH3:45])[CH:25]=1)[CH2:22][CH3:23])[CH3:21]. The yield is 0.450. (3) The product is [C:1]([O:5][C:6](=[O:37])[N:7]([C:8]1[CH:9]=[CH:10][C:11]([O:14][C:15]2[C:24]3[C:19](=[CH:20][C:21]([O:25][CH3:26])=[CH:22][CH:23]=3)[CH:18]=[CH:17][C:16]=2[C:27]2[CH:28]=[CH:29][C:30]([S:33]([CH3:36])(=[O:34])=[O:35])=[CH:31][CH:32]=2)=[CH:12][CH:13]=1)[CH2:47][CH2:49][N:50]1[CH2:53][CH2:42][CH2:41][CH2:40][CH2:51]1)([CH3:3])([CH3:4])[CH3:2]. The yield is 0.500. The reactants are [C:1]([O:5][C:6](=[O:37])[NH:7][C:8]1[CH:13]=[CH:12][C:11]([O:14][C:15]2[C:24]3[C:19](=[CH:20][C:21]([O:25][CH3:26])=[CH:22][CH:23]=3)[CH:18]=[CH:17][C:16]=2[C:27]2[CH:32]=[CH:31][C:30]([S:33]([CH3:36])(=[O:35])=[O:34])=[CH:29][CH:28]=2)=[CH:10][CH:9]=1)([CH3:4])([CH3:3])[CH3:2].[H-].[Na+].[CH3:40][C:41](C)([O-])[CH3:42].[K+].Cl[CH2:47]Cl.[CH3:49][N:50]([CH3:53])[CH:51]=O. No catalyst specified. (4) The reactants are [O-]P([O-])([O-])=O.[K+].[K+].[K+].[CH3:9][C@@H:10]([NH2:17])[C:11]1[CH:16]=[CH:15][CH:14]=[CH:13][CH:12]=1.I[C:19]1[CH:24]=[CH:23][CH:22]=[CH:21][CH:20]=1.C(O)CO. The catalyst is [Cu]I.CCCCCC.C(OCC)(=O)C.CC(O)C. The product is [C:19]1([NH:17][C@H:10]([CH3:9])[C:11]2[CH:16]=[CH:15][CH:14]=[CH:13][CH:12]=2)[CH:24]=[CH:23][CH:22]=[CH:21][CH:20]=1. The yield is 0.760.